Dataset: Reaction yield outcomes from USPTO patents with 853,638 reactions. Task: Predict the reaction yield, written as a fraction of the theoretical maximum amount of product (1.0 means a 100% yield; for example, 0.34 means a 34% yield). (1) The reactants are [CH2:1]([C:8]1[O:9][C:10]2[CH:30]=[CH:29][CH:28]=[CH:27][C:11]=2[C:12]=1[C:13]1[CH:18]=[CH:17][C:16]([C:19]2[CH:24]=[CH:23][C:22]([CH2:25]O)=[CH:21][CH:20]=2)=[CH:15][CH:14]=1)[C:2]1[CH:7]=[CH:6][CH:5]=[CH:4][CH:3]=1.[Br:31]P(Br)(C1C=CC=CC=1)(C1C=CC=CC=1)C1C=CC=CC=1.O. The catalyst is C(#N)C. The product is [CH2:1]([C:8]1[O:9][C:10]2[CH:30]=[CH:29][CH:28]=[CH:27][C:11]=2[C:12]=1[C:13]1[CH:18]=[CH:17][C:16]([C:19]2[CH:24]=[CH:23][C:22]([CH2:25][Br:31])=[CH:21][CH:20]=2)=[CH:15][CH:14]=1)[C:2]1[CH:7]=[CH:6][CH:5]=[CH:4][CH:3]=1. The yield is 0.870. (2) The reactants are C[O:2][C:3](=[O:36])/[CH:4]=[CH:5]/[C:6]1[CH:7]=[CH:8][C:9]2[O:26][C:13]3([CH2:18][CH2:17][N:16]([C:19]([O:21][C:22]([CH3:25])([CH3:24])[CH3:23])=[O:20])[CH2:15][CH2:14]3)[N:12]([CH2:27][C:28]3[CH:33]=[CH:32][CH:31]=[CH:30][CH:29]=3)[C:11](=[O:34])[C:10]=2[CH:35]=1.[OH-].[Na+]. No catalyst specified. The product is [C:22]([O:21][C:19]([N:16]1[CH2:17][CH2:18][C:13]2([N:12]([CH2:27][C:28]3[CH:29]=[CH:30][CH:31]=[CH:32][CH:33]=3)[C:11](=[O:34])[C:10]3[CH:35]=[C:6](/[CH:5]=[CH:4]/[C:3]([OH:36])=[O:2])[CH:7]=[CH:8][C:9]=3[O:26]2)[CH2:14][CH2:15]1)=[O:20])([CH3:25])([CH3:23])[CH3:24]. The yield is 0.960. (3) The reactants are [NH2:1][C:2]1[CH:30]=[CH:29][C:5]2[NH:6][C:7]([C:12]3[C:13](=[O:28])[N:14]([CH2:23][CH2:24][CH:25]([CH3:27])[CH3:26])[C:15]4[C:20]([C:21]=3[OH:22])=[CH:19][CH:18]=[CH:17][N:16]=4)=[N:8][S:9](=[O:11])(=[O:10])[C:4]=2[CH:3]=1.Br[CH2:32][C:33]#[N:34].C(=O)([O-])[O-].[K+].[K+].C(O)(=O)C. The catalyst is CN(C)C=O.O. The product is [OH:22][C:21]1[C:20]2[C:15](=[N:16][CH:17]=[CH:18][CH:19]=2)[N:14]([CH2:23][CH2:24][CH:25]([CH3:27])[CH3:26])[C:13](=[O:28])[C:12]=1[C:7]1[NH:6][C:5]2[CH:29]=[CH:30][C:2]([NH:1][CH2:32][C:33]#[N:34])=[CH:3][C:4]=2[S:9](=[O:11])(=[O:10])[N:8]=1. The yield is 0.550. (4) The reactants are [F:1][C:2]([F:18])([F:17])[C:3]1[O:7][N:6]=[C:5]([C:8]2[CH:16]=[CH:15][C:11]([C:12]([OH:14])=O)=[CH:10][CH:9]=2)[CH:4]=1.C(Cl)(=O)C(Cl)=O.C(N(CC)CC)C.[NH:32]1[CH2:37][CH2:36][CH2:35][CH2:34][CH2:33]1. The catalyst is C1(C)C=CC=CC=1.C1COCC1.CN(C=O)C. The product is [N:32]1([C:12]([C:11]2[CH:10]=[CH:9][C:8]([C:5]3[CH:4]=[C:3]([C:2]([F:1])([F:18])[F:17])[O:7][N:6]=3)=[CH:16][CH:15]=2)=[O:14])[CH2:37][CH2:36][CH2:35][CH2:34][CH2:33]1. The yield is 0.910. (5) The reactants are Br[C:2]1[C:15]2[C:16]3=[C:17]4[C:12](=[CH:13][CH:14]=2)[CH:11]=[CH:10][C:9](Br)=[C:8]4[CH:7]=[CH:6][C:5]3=[CH:4][CH:3]=1.[CH3:19][C:20]1[CH:21]=[C:22]([NH:26][C:27]2[CH:32]=[CH:31][CH:30]=[C:29]([C:33]3([C:46]4[CH:51]=[CH:50][CH:49]=[CH:48][CH:47]=4)[C:45]4[CH:44]=[CH:43][CH:42]=[CH:41][C:40]=4[C:39]4[C:34]3=[CH:35][CH:36]=[CH:37][CH:38]=4)[CH:28]=2)[CH:23]=[CH:24][CH:25]=1.[CH3:52][C:53]([CH3:56])([O-])[CH3:54].[Na+].[C:67](P([C:67]([CH3:70])([CH3:69])[CH3:68])[C:67]([CH3:70])([CH3:69])[CH3:68])([CH3:70])([CH3:69])[CH3:68]. The catalyst is C1C=CC(/C=C/C(/C=C/C2C=CC=CC=2)=O)=CC=1.C1C=CC(/C=C/C(/C=C/C2C=CC=CC=2)=O)=CC=1.[Pd].C1(C)C=CC=CC=1.CCCCCC. The product is [CH3:19][C:20]1[CH:21]=[C:22]([N:26]([C:27]2[CH:32]=[CH:31][CH:30]=[C:29]([C:33]3([C:46]4[CH:51]=[CH:50][CH:49]=[CH:48][CH:47]=4)[C:45]4[CH:44]=[CH:43][CH:42]=[CH:41][C:40]=4[C:39]4[C:34]3=[CH:35][CH:36]=[CH:37][CH:38]=4)[CH:28]=2)[C:2]2[C:15]3=[C:16]4[C:17]5[C:12]([CH:13]=[CH:14]3)=[CH:11][CH:10]=[C:9]([N:26]([C:22]3[CH:21]=[CH:20][CH:69]=[C:67]([CH3:68])[CH:70]=3)[C:27]3[CH:28]=[CH:29][CH:54]=[C:53]([C:56]6([C:49]7[CH:48]=[CH:47][CH:46]=[CH:51][CH:50]=7)[C:41]7[CH:42]=[CH:43][CH:44]=[CH:45][C:40]=7[C:39]7[C:38]6=[CH:37][CH:36]=[CH:35][CH:34]=7)[CH:52]=3)[C:8]=5[CH:7]=[CH:6][C:5]4=[CH:4][CH:3]=2)[CH:23]=[CH:24][CH:25]=1. The yield is 0.670. (6) The product is [O:1]=[C:2]1[C:11]2[C:6](=[CH:7][CH:8]=[CH:9][CH:10]=2)[C:5]([O:12][CH2:13][CH2:14][CH2:15][CH2:16][C:17]([O:19][C:27]2[CH:26]=[CH:25][CH:24]=[C:23]([N:22]([CH3:30])[CH3:21])[CH:28]=2)=[O:18])=[CH:4][C:3]1=[O:20]. The reactants are [O:1]=[C:2]1[C:11]2[C:6](=[CH:7][CH:8]=[CH:9][CH:10]=2)[C:5]([O:12][CH2:13][CH2:14][CH2:15][CH2:16][C:17]([OH:19])=[O:18])=[CH:4][C:3]1=[O:20].[CH3:21][N:22]([CH3:30])[C:23]1[CH:24]=[C:25](O)[CH:26]=[CH:27][CH:28]=1.C1CCC(N=C=NC2CCCCC2)CC1. The catalyst is CN(C1C=CN=CC=1)C.C1COCC1. The yield is 0.360. (7) The reactants are [CH3:1][CH:2]1[CH2:6][CH2:5][CH2:4][N:3]1[C:7]1[N:12]=[C:11]([NH:13][C:14]2[C:15]3[N:16]([CH:27]=[CH:28][N:29]=3)[N:17]=[C:18]([C:20]3[CH:25]=[CH:24][C:23]([OH:26])=[CH:22][CH:21]=3)[CH:19]=2)[CH:10]=[CH:9][CH:8]=1.C([O-])([O-])=O.[K+].[K+].CS(O[CH2:41][CH2:42][N:43]1[CH2:48][CH2:47][CH2:46][CH2:45][CH2:44]1)(=O)=O.O. The catalyst is CN(C=O)C. The product is [CH3:1][CH:2]1[CH2:6][CH2:5][CH2:4][N:3]1[C:7]1[N:12]=[C:11]([NH:13][C:14]2[C:15]3[N:16]([CH:27]=[CH:28][N:29]=3)[N:17]=[C:18]([C:20]3[CH:25]=[CH:24][C:23]([O:26][CH2:41][CH2:42][N:43]4[CH2:48][CH2:47][CH2:46][CH2:45][CH2:44]4)=[CH:22][CH:21]=3)[CH:19]=2)[CH:10]=[CH:9][CH:8]=1. The yield is 0.400. (8) The product is [O:12]1[C:20]2[CH:21]=[CH:22][CH:23]=[CH:24][C:19]=2[N:18]=[C:10]1[C:9]1[CH:8]=[CH:7][C:6]([C:5]([O:16][CH3:17])=[O:15])=[CH:14][CH:13]=1. The yield is 0.690. The reactants are S(Cl)(Cl)=O.[C:5]([O:16][CH3:17])(=[O:15])[C:6]1[CH:14]=[CH:13][C:9]([C:10]([O-:12])=O)=[CH:8][CH:7]=1.[NH2:18][C:19]1[CH:24]=[CH:23][CH:22]=[CH:21][C:20]=1O.CS(O)(=O)=O. The catalyst is O1CCOCC1.CN(C=O)C.